From a dataset of Full USPTO retrosynthesis dataset with 1.9M reactions from patents (1976-2016). Predict the reactants needed to synthesize the given product. (1) Given the product [CH3:28][C:21]1[CH:20]=[C:19]([CH:24]=[CH:23][C:22]=1[C:2]1[CH:10]=[C:9]([C:11]([F:14])([F:13])[F:12])[CH:8]=[C:7]2[C:3]=1[CH:4]=[N:5][NH:6]2)[C:17]([O:16][CH3:15])=[O:18], predict the reactants needed to synthesize it. The reactants are: Br[C:2]1[CH:10]=[C:9]([C:11]([F:14])([F:13])[F:12])[CH:8]=[C:7]2[C:3]=1[CH:4]=[N:5][NH:6]2.[CH3:15][O:16][C:17]([C:19]1[CH:24]=[CH:23][C:22](B(O)O)=[C:21]([CH3:28])[CH:20]=1)=[O:18]. (2) The reactants are: [CH2:1]([O:5][C:6]1([C:17]2[CH:22]=[CH:21][CH:20]=[CH:19][C:18]=2[CH3:23])[CH2:9][N:8](C(OC(C)(C)C)=O)[CH2:7]1)[C:2]#[C:3][CH3:4].[ClH:24]. Given the product [ClH:24].[CH2:1]([O:5][C:6]1([C:17]2[CH:22]=[CH:21][CH:20]=[CH:19][C:18]=2[CH3:23])[CH2:7][NH:8][CH2:9]1)[C:2]#[C:3][CH3:4], predict the reactants needed to synthesize it.